From a dataset of Reaction yield outcomes from USPTO patents with 853,638 reactions. Predict the reaction yield, written as a fraction of the theoretical maximum amount of product (1.0 means a 100% yield; for example, 0.34 means a 34% yield). (1) The reactants are [C:1]([O:5][C:6]([N:8]1[CH2:13][C:12]([CH3:15])([CH3:14])[N:11](CC2C=CC=CC=2)[CH2:10][CH:9]1[CH:23]([CH3:25])[CH3:24])=[O:7])([CH3:4])([CH3:3])[CH3:2]. The catalyst is CO.[Pd]. The product is [C:1]([O:5][C:6]([N:8]1[CH2:13][C:12]([CH3:15])([CH3:14])[NH:11][CH2:10][CH:9]1[CH:23]([CH3:25])[CH3:24])=[O:7])([CH3:4])([CH3:3])[CH3:2]. The yield is 0.760. (2) The reactants are [N:1]1[C:10]2[C:5](=[CH:6][CH:7]=[CH:8][CH:9]=2)[CH:4]=[CH:3][C:2]=1[NH:11][CH2:12][CH2:13][CH2:14][NH2:15].[NH:16]1[C:24]2[C:19](=[CH:20][CH:21]=[CH:22][CH:23]=2)[C:18]([CH:25]=O)=[CH:17]1. The yield is 0.190. No catalyst specified. The product is [NH:16]1[C:24]2[C:19](=[CH:20][CH:21]=[CH:22][CH:23]=2)[C:18]([CH2:25][NH:15][CH2:14][CH2:13][CH2:12][NH:11][C:2]2[CH:3]=[CH:4][C:5]3[C:10](=[CH:9][CH:8]=[CH:7][CH:6]=3)[N:1]=2)=[CH:17]1.